From a dataset of Catalyst prediction with 721,799 reactions and 888 catalyst types from USPTO. Predict which catalyst facilitates the given reaction. (1) Reactant: [F:1][C:2]([F:23])([F:22])[C:3]1[CH:21]=[CH:20][C:6]([CH2:7][NH:8][C:9]2[C:18]([NH2:19])=[C:17]3[C:12]([CH:13]=[CH:14][CH:15]=[N:16]3)=[CH:11][CH:10]=2)=[CH:5][CH:4]=1.[S:24](N)(N)(=[O:26])=[O:25]. Product: [F:23][C:2]([F:22])([F:1])[C:3]1[CH:21]=[CH:20][C:6]([CH2:7][N:8]2[C:9]3=[CH:10][CH:11]=[C:12]4[C:17]([N:16]=[CH:15][CH:14]=[CH:13]4)=[C:18]3[NH:19][S:24]2(=[O:26])=[O:25])=[CH:5][CH:4]=1. The catalyst class is: 17. (2) Reactant: C[O:2][C:3]([CH:5]1[C:10](=[O:11])[CH2:9][CH2:8][N:7]([CH2:12][C:13]2[CH:18]=[CH:17][CH:16]=[CH:15][CH:14]=2)[CH2:6]1)=O.[H-].[Al+3].[Li+].[H-].[H-].[H-]. Product: [CH2:12]([N:7]1[CH2:8][CH2:9][CH:10]([OH:11])[CH:5]([CH2:3][OH:2])[CH2:6]1)[C:13]1[CH:14]=[CH:15][CH:16]=[CH:17][CH:18]=1. The catalyst class is: 1. (3) The catalyst class is: 3. Product: [CH3:1][C:2]1[CH:14]=[CH:13][C:12]2[N:11]([CH2:30][C:27]([C:24]3[CH:23]=[N:22][C:21]([CH3:20])=[CH:26][CH:25]=3)([OH:28])[CH3:29])[C:10]3[CH2:9][CH2:8][N:7]4[CH2:15][CH2:16][CH2:17][CH:6]4[C:5]=3[C:4]=2[CH:3]=1. Reactant: [CH3:1][C:2]1[CH:14]=[CH:13][C:12]2[NH:11][C:10]3[CH2:9][CH2:8][N:7]4[CH2:15][CH2:16][CH2:17][CH:6]4[C:5]=3[C:4]=2[CH:3]=1.[H-].[Na+].[CH3:20][C:21]1[CH:26]=[CH:25][C:24]([C:27]2([CH3:30])[CH2:29][O:28]2)=[CH:23][N:22]=1. (4) Reactant: [NH2:1][CH2:2][CH2:3][N:4]1[CH:8]=[C:7]([NH:9][C:10]([C:12]2[CH:13]=[N:14][N:15]3[CH:20]=[CH:19][CH:18]=[N:17][C:16]=23)=[O:11])[C:6]([C:21]2[CH:26]=[C:25]([Cl:27])[CH:24]=[CH:23][C:22]=2[O:28][CH:29]([F:31])[F:30])=[N:5]1.[O:32]1[CH:36]=[CH:35][N:34]=[C:33]1[CH:37]=O.[BH3-]C#N.[Na+]. Product: [Cl:27][C:25]1[CH:24]=[CH:23][C:22]([O:28][CH:29]([F:30])[F:31])=[C:21]([C:6]2[C:7]([NH:9][C:10]([C:12]3[CH:13]=[N:14][N:15]4[CH:20]=[CH:19][CH:18]=[N:17][C:16]=34)=[O:11])=[CH:8][N:4]([CH2:3][CH2:2][NH:1][CH2:37][C:33]3[O:32][CH:36]=[CH:35][N:34]=3)[N:5]=2)[CH:26]=1. The catalyst class is: 5. (5) Reactant: F[P-](F)(F)(F)(F)F.N1(OC(N(C)C)=[N+](C)C)C2N=CC=CC=2N=N1.[C:25]([O:29][C:30]([N:32]1[CH2:37][CH2:36][CH:35]([C:38]([OH:40])=O)[CH2:34][CH2:33]1)=[O:31])([CH3:28])([CH3:27])[CH3:26].Cl.[CH3:42][N:43]1[C:47]2[N:48]=[C:49]([C:70]#[N:71])[N:50]=[C:51]([C:52]3[CH:53]=[N:54][C:55]([O:62][CH2:63][CH:64]4[CH2:69][CH2:68][NH:67][CH2:66][CH2:65]4)=[C:56]([C:58]([F:61])([F:60])[F:59])[CH:57]=3)[C:46]=2[CH:45]=[CH:44]1.C(N(CC)C(C)C)(C)C.C([O-])(O)=O.[Na+]. Product: [C:70]([C:49]1[N:50]=[C:51]([C:52]2[CH:57]=[C:56]([C:58]([F:59])([F:60])[F:61])[C:55]([O:62][CH2:63][CH:64]3[CH2:69][CH2:68][N:67]([C:38]([CH:35]4[CH2:34][CH2:33][N:32]([C:30]([O:29][C:25]([CH3:26])([CH3:27])[CH3:28])=[O:31])[CH2:37][CH2:36]4)=[O:40])[CH2:66][CH2:65]3)=[N:54][CH:53]=2)[C:46]2[CH:45]=[CH:44][N:43]([CH3:42])[C:47]=2[N:48]=1)#[N:71]. The catalyst class is: 31. (6) Reactant: CS(O[CH2:6][C@H:7]1[CH2:12][N:11]([S:13]([C:16]2[S:17][CH:18]=[CH:19][CH:20]=2)(=[O:15])=[O:14])[CH2:10][CH2:9][N:8]1[C:21]1[CH:26]=[CH:25][C:24]([C:27]([OH:33])([CH3:32])[C:28]([F:31])([F:30])[F:29])=[CH:23][CH:22]=1)(=O)=O.[CH3:34][NH2:35]. Product: [F:29][C:28]([F:30])([F:31])[C:27]([C:24]1[CH:25]=[CH:26][C:21]([N:8]2[CH2:9][CH2:10][N:11]([S:13]([C:16]3[S:17][CH:18]=[CH:19][CH:20]=3)(=[O:14])=[O:15])[CH2:12][C@@H:7]2[CH2:6][NH:35][CH3:34])=[CH:22][CH:23]=1)([OH:33])[CH3:32]. The catalyst class is: 1.